From a dataset of TCR-epitope binding with 47,182 pairs between 192 epitopes and 23,139 TCRs. Binary Classification. Given a T-cell receptor sequence (or CDR3 region) and an epitope sequence, predict whether binding occurs between them. (1) The epitope is KLGGALQAK. The TCR CDR3 sequence is CASSYSLAGAEETQYF. Result: 1 (the TCR binds to the epitope). (2) The epitope is FVDGVPFVV. The TCR CDR3 sequence is CASSGTGAPSLYEQYF. Result: 1 (the TCR binds to the epitope).